Dataset: NCI-60 drug combinations with 297,098 pairs across 59 cell lines. Task: Regression. Given two drug SMILES strings and cell line genomic features, predict the synergy score measuring deviation from expected non-interaction effect. (1) Drug 1: CN1C(=O)N2C=NC(=C2N=N1)C(=O)N. Drug 2: C(CN)CNCCSP(=O)(O)O. Cell line: MOLT-4. Synergy scores: CSS=-0.520, Synergy_ZIP=-1.13, Synergy_Bliss=0.707, Synergy_Loewe=2.67, Synergy_HSA=1.47. (2) Drug 1: CC1C(C(CC(O1)OC2CC(OC(C2O)C)OC3=CC4=CC5=C(C(=O)C(C(C5)C(C(=O)C(C(C)O)O)OC)OC6CC(C(C(O6)C)O)OC7CC(C(C(O7)C)O)OC8CC(C(C(O8)C)O)(C)O)C(=C4C(=C3C)O)O)O)O. Drug 2: CC(C)CN1C=NC2=C1C3=CC=CC=C3N=C2N. Cell line: CCRF-CEM. Synergy scores: CSS=34.6, Synergy_ZIP=1.74, Synergy_Bliss=1.25, Synergy_Loewe=-8.26, Synergy_HSA=1.83. (3) Drug 1: C(CC(=O)O)C(=O)CN.Cl. Drug 2: COCCOC1=C(C=C2C(=C1)C(=NC=N2)NC3=CC=CC(=C3)C#C)OCCOC.Cl. Cell line: LOX IMVI. Synergy scores: CSS=4.34, Synergy_ZIP=2.71, Synergy_Bliss=3.17, Synergy_Loewe=-0.405, Synergy_HSA=-0.0581. (4) Synergy scores: CSS=63.5, Synergy_ZIP=0.712, Synergy_Bliss=2.00, Synergy_Loewe=5.43, Synergy_HSA=5.58. Cell line: DU-145. Drug 2: CCC1(CC2CC(C3=C(CCN(C2)C1)C4=CC=CC=C4N3)(C5=C(C=C6C(=C5)C78CCN9C7C(C=CC9)(C(C(C8N6C)(C(=O)OC)O)OC(=O)C)CC)OC)C(=O)OC)O.OS(=O)(=O)O. Drug 1: COC1=CC(=CC(=C1O)OC)C2C3C(COC3=O)C(C4=CC5=C(C=C24)OCO5)OC6C(C(C7C(O6)COC(O7)C8=CC=CS8)O)O. (5) Drug 1: COC1=C(C=C2C(=C1)N=CN=C2NC3=CC(=C(C=C3)F)Cl)OCCCN4CCOCC4. Drug 2: C1CC(C1)(C(=O)O)C(=O)O.[NH2-].[NH2-].[Pt+2]. Cell line: IGROV1. Synergy scores: CSS=67.8, Synergy_ZIP=3.75, Synergy_Bliss=3.23, Synergy_Loewe=9.12, Synergy_HSA=12.0. (6) Drug 1: CC=C1C(=O)NC(C(=O)OC2CC(=O)NC(C(=O)NC(CSSCCC=C2)C(=O)N1)C(C)C)C(C)C. Drug 2: CN1C2=C(C=C(C=C2)N(CCCl)CCCl)N=C1CCCC(=O)O.Cl. Cell line: SF-539. Synergy scores: CSS=56.2, Synergy_ZIP=1.80, Synergy_Bliss=-3.55, Synergy_Loewe=-68.5, Synergy_HSA=-3.22. (7) Drug 1: C1=CC(=CC=C1C#N)C(C2=CC=C(C=C2)C#N)N3C=NC=N3. Drug 2: CS(=O)(=O)CCNCC1=CC=C(O1)C2=CC3=C(C=C2)N=CN=C3NC4=CC(=C(C=C4)OCC5=CC(=CC=C5)F)Cl. Cell line: SW-620. Synergy scores: CSS=-5.97, Synergy_ZIP=2.22, Synergy_Bliss=-1.67, Synergy_Loewe=-6.50, Synergy_HSA=-6.40. (8) Drug 1: CCN(CC)CCCC(C)NC1=C2C=C(C=CC2=NC3=C1C=CC(=C3)Cl)OC. Drug 2: CCC1(C2=C(COC1=O)C(=O)N3CC4=CC5=C(C=CC(=C5CN(C)C)O)N=C4C3=C2)O.Cl. Cell line: COLO 205. Synergy scores: CSS=54.7, Synergy_ZIP=0.315, Synergy_Bliss=-0.133, Synergy_Loewe=5.66, Synergy_HSA=5.77. (9) Drug 1: C1=C(C(=O)NC(=O)N1)N(CCCl)CCCl. Drug 2: CC12CCC3C(C1CCC2O)C(CC4=C3C=CC(=C4)O)CCCCCCCCCS(=O)CCCC(C(F)(F)F)(F)F. Cell line: HS 578T. Synergy scores: CSS=15.8, Synergy_ZIP=-1.61, Synergy_Bliss=1.96, Synergy_Loewe=3.22, Synergy_HSA=3.53.